This data is from Forward reaction prediction with 1.9M reactions from USPTO patents (1976-2016). The task is: Predict the product of the given reaction. (1) Given the reactants CO.C(OC([NH:10][CH:11]([CH2:14][CH2:15][CH2:16][C:17]1[CH:22]=[CH:21][C:20]([S:23][C:24]2[CH:29]=[CH:28][CH:27]=[C:26]([C:30]([F:33])([F:32])[F:31])[CH:25]=2)=[CH:19][C:18]=1[Cl:34])[CH2:12][OH:13])=O)(C)(C)C, predict the reaction product. The product is: [ClH:34].[NH2:10][CH:11]([CH2:14][CH2:15][CH2:16][C:17]1[CH:22]=[CH:21][C:20]([S:23][C:24]2[CH:29]=[CH:28][CH:27]=[C:26]([C:30]([F:33])([F:31])[F:32])[CH:25]=2)=[CH:19][C:18]=1[Cl:34])[CH2:12][OH:13]. (2) Given the reactants C(O)(=O)C.[CH3:5][C:6]([CH3:55])([CH3:54])[CH2:7][O:8][C:9](=[O:53])[C:10]([CH3:52])([CH3:51])[C:11]([O:13][CH2:14][O:15][C:16]1[N:17]([C:45]2[N:50]=[CH:49][CH:48]=[CH:47][N:46]=2)[N:18]=[C:19]([CH:21]([NH:35][C:36]2[CH:41]=[CH:40][C:39]([C:42](=[NH:44])[NH2:43])=[CH:38][CH:37]=2)[C:22]2[CH:27]=[C:26]([O:28][CH3:29])[CH:25]=[C:24]([O:30][CH2:31][CH2:32][OH:33])[C:23]=2[F:34])[N:20]=1)=[O:12].CC(N(C)C)=O.[N+](C1C=CC([O:71][C:72](=O)[O:73][CH2:74][C:75]([CH3:78])([CH3:77])[CH3:76])=CC=1)([O-])=O, predict the reaction product. The product is: [CH3:5][C:6]([CH3:55])([CH3:54])[CH2:7][O:8][C:9](=[O:53])[C:10]([CH3:52])([CH3:51])[C:11]([O:13][CH2:14][O:15][C:16]1[N:17]([C:45]2[N:46]=[CH:47][CH:48]=[CH:49][N:50]=2)[N:18]=[C:19]([C@H:21]([NH:35][C:36]2[CH:37]=[CH:38][C:39]([C:42]([NH2:43])=[N:44][C:72]([O:73][CH2:74][C:75]([CH3:78])([CH3:77])[CH3:76])=[O:71])=[CH:40][CH:41]=2)[C:22]2[CH:27]=[C:26]([O:28][CH3:29])[CH:25]=[C:24]([O:30][CH2:31][CH2:32][OH:33])[C:23]=2[F:34])[N:20]=1)=[O:12]. (3) The product is: [Cl:1][C:2]1[CH:7]=[CH:6][C:5]([N:8]2[C:9]([CH3:29])=[C:10]([C:16](=[O:17])[NH:18][C:19]3[CH:24]=[CH:23][C:22]([S:25]([CH3:28])(=[O:27])=[O:26])=[CH:21][CH:20]=3)[CH:11]=[C:12]2[CH2:13][C:14]([OH:35])=[O:15])=[C:4]([C:30]([F:32])([F:31])[F:33])[CH:3]=1. Given the reactants [Cl:1][C:2]1[CH:7]=[CH:6][C:5]([N:8]2[C:12]([CH2:13][CH:14]=[O:15])=[CH:11][C:10]([C:16]([NH:18][C:19]3[CH:24]=[CH:23][C:22]([S:25]([CH3:28])(=[O:27])=[O:26])=[CH:21][CH:20]=3)=[O:17])=[C:9]2[CH3:29])=[C:4]([C:30]([F:33])([F:32])[F:31])[CH:3]=1.P([O-])(O)(O)=[O:35].[Na+].CC(=CC)C.Cl([O-])=O.[Na+].S([O-])(O)=O.[Na+].Cl, predict the reaction product.